Dataset: Peptide-MHC class II binding affinity with 134,281 pairs from IEDB. Task: Regression. Given a peptide amino acid sequence and an MHC pseudo amino acid sequence, predict their binding affinity value. This is MHC class II binding data. (1) The peptide sequence is LVGPTPVNIIGRDLLTQIGC. The MHC is DRB1_1201 with pseudo-sequence DRB1_1201. The binding affinity (normalized) is 0.237. (2) The peptide sequence is NAQRFGISNYCQI. The MHC is HLA-DPA10201-DPB10501 with pseudo-sequence HLA-DPA10201-DPB10501. The binding affinity (normalized) is 0.256.